This data is from Peptide-MHC class I binding affinity with 185,985 pairs from IEDB/IMGT. The task is: Regression. Given a peptide amino acid sequence and an MHC pseudo amino acid sequence, predict their binding affinity value. This is MHC class I binding data. (1) The peptide sequence is DTGNYILCY. The MHC is HLA-A30:01 with pseudo-sequence HLA-A30:01. The binding affinity (normalized) is 0.279. (2) The peptide sequence is WLYDLWGQL. The MHC is HLA-A11:01 with pseudo-sequence HLA-A11:01. The binding affinity (normalized) is 0.213. (3) The peptide sequence is RKLTSRETAL. The MHC is HLA-B08:01 with pseudo-sequence HLA-B08:01. The binding affinity (normalized) is 0.521. (4) The peptide sequence is ERLQICQRK. The MHC is HLA-A02:01 with pseudo-sequence HLA-A02:01. The binding affinity (normalized) is 0.0847. (5) The MHC is HLA-A01:01 with pseudo-sequence HLA-A01:01. The binding affinity (normalized) is 0.181. The peptide sequence is CQITRRDWSF.